Predict the product of the given reaction. From a dataset of Forward reaction prediction with 1.9M reactions from USPTO patents (1976-2016). (1) Given the reactants CO[CH2:3][N:4]([CH2:10][C:11]1[CH:16]=[CH:15][CH:14]=[CH:13][CH:12]=1)[CH2:5][Si](C)(C)C.[Cl:17][C:18]1[CH:19]=[C:20](/[CH:25]=[CH:26]/[C:27]#[N:28])[CH:21]=[CH:22][C:23]=1[Cl:24].FC(F)(F)C(O)=O, predict the reaction product. The product is: [CH2:10]([N:4]1[CH2:5][CH:25]([C:20]2[CH:21]=[CH:22][C:23]([Cl:24])=[C:18]([Cl:17])[CH:19]=2)[CH:26]([C:27]#[N:28])[CH2:3]1)[C:11]1[CH:16]=[CH:15][CH:14]=[CH:13][CH:12]=1. (2) Given the reactants Br[C:2]1[CH:3]=[N:4][C:5]2[N:6]([N:8]=[CH:9][C:10]=2[C:11]2[CH:16]=[CH:15][CH:14]=[CH:13][CH:12]=2)[CH:7]=1.[CH:17]([C:19]1[CH:24]=[CH:23][C:22](B(O)O)=[CH:21][CH:20]=1)=[O:18].C(=O)([O-])[O-].[Na+].[Na+], predict the reaction product. The product is: [C:11]1([C:10]2[CH:9]=[N:8][N:6]3[CH:7]=[C:2]([C:22]4[CH:23]=[CH:24][C:19]([CH:17]=[O:18])=[CH:20][CH:21]=4)[CH:3]=[N:4][C:5]=23)[CH:16]=[CH:15][CH:14]=[CH:13][CH:12]=1. (3) Given the reactants [C:1]([O:5][C:6]([N:8]1[CH2:13][CH2:12][C:11]2[NH:14][N:15]=[C:16]([CH2:17][CH:18]=[CH2:19])[C:10]=2[CH2:9]1)=[O:7])([CH3:4])([CH3:3])[CH3:2], predict the reaction product. The product is: [CH2:17]([C:16]1[C:10]2[CH2:9][N:8]([C:6]([O:5][C:1]([CH3:2])([CH3:4])[CH3:3])=[O:7])[CH2:13][CH2:12][C:11]=2[NH:14][N:15]=1)[CH2:18][CH3:19]. (4) The product is: [CH2:1]([O:3][C:4](=[O:13])[C:5]1[CH:10]=[CH:9][C:8]([C:17]#[C:16][CH:15]([CH3:18])[CH3:14])=[C:7]([NH2:12])[CH:6]=1)[CH3:2]. Given the reactants [CH2:1]([O:3][C:4](=[O:13])[C:5]1[CH:10]=[CH:9][C:8](I)=[C:7]([NH2:12])[CH:6]=1)[CH3:2].[CH3:14][CH:15]([CH3:18])[C:16]#[CH:17], predict the reaction product. (5) The product is: [CH3:21][C@H:9]1[N:8]([C:5]2[N:4]=[CH:3][C:2]([O:1][CH2:23][C:24]3[CH:25]=[CH:26][C:27]([S:30]([CH3:33])(=[O:32])=[O:31])=[CH:28][CH:29]=3)=[CH:7][N:6]=2)[CH2:13][CH2:12][N:11]([C:14]([O:16][C:17]([CH3:20])([CH3:19])[CH3:18])=[O:15])[CH2:10]1. Given the reactants [OH:1][C:2]1[CH:3]=[N:4][C:5]([N:8]2[CH2:13][CH2:12][N:11]([C:14]([O:16][C:17]([CH3:20])([CH3:19])[CH3:18])=[O:15])[CH2:10][C@H:9]2[CH3:21])=[N:6][CH:7]=1.Cl[CH2:23][C:24]1[CH:29]=[CH:28][C:27]([S:30]([CH3:33])(=[O:32])=[O:31])=[CH:26][CH:25]=1.C(=O)([O-])[O-].[K+].[K+], predict the reaction product. (6) Given the reactants [C:1]1([C:21]2[CH:26]=[CH:25][CH:24]=[CH:23][CH:22]=2)[CH:6]=[CH:5][C:4]([C:7]([N:9]2[CH2:13][C:12](=[N:14][O:15][CH3:16])[CH2:11][C@H:10]2[C:17](=[N:19][OH:20])[NH2:18])=[O:8])=[CH:3][CH:2]=1.[CH:27]1([C:32](O)=O)[CH2:31][CH2:30][CH2:29][CH2:28]1, predict the reaction product. The product is: [CH3:16][O:15][N:14]=[C:12]1[CH2:11][C@@H:10]([C:17]2[N:18]=[C:32]([CH:27]3[CH2:31][CH2:30][CH2:29][CH2:28]3)[O:20][N:19]=2)[N:9]([C:7]([C:4]2[CH:3]=[CH:2][C:1]([C:21]3[CH:26]=[CH:25][CH:24]=[CH:23][CH:22]=3)=[CH:6][CH:5]=2)=[O:8])[CH2:13]1. (7) Given the reactants [C:1]1([C:7]2(/[C:19](=[N:21]/O)/[CH3:20])[CH2:12][CH2:11][N:10]([S:13]([CH2:16][CH2:17][CH3:18])(=[O:15])=[O:14])[CH2:9][CH2:8]2)[CH:6]=[CH:5][CH:4]=[CH:3][CH:2]=1, predict the reaction product. The product is: [C:1]1([C:7]2([C@@H:19]([NH2:21])[CH3:20])[CH2:8][CH2:9][N:10]([S:13]([CH2:16][CH2:17][CH3:18])(=[O:15])=[O:14])[CH2:11][CH2:12]2)[CH:6]=[CH:5][CH:4]=[CH:3][CH:2]=1.